From a dataset of Forward reaction prediction with 1.9M reactions from USPTO patents (1976-2016). Predict the product of the given reaction. Given the reactants Br[C:2]1[CH:7]=[CH:6][C:5]([S:8]([NH:11][C:12]2[CH:17]=[CH:16][C:15]([Cl:18])=[CH:14][C:13]=2[C:19]([C:21]2[CH:26]=[CH:25][N:24]=[CH:23][CH:22]=2)=[O:20])(=[O:10])=[O:9])=[CH:4][CH:3]=1.O.[O-]P([O-])([O-])=O.[K+].[K+].[K+].C1(P(C2C=CC=CC=2)C2C=CC3C(=CC=CC=3)C=2C2C3C(=CC=CC=3)C=CC=2P(C2C=CC=CC=2)C2C=CC=CC=2)C=CC=CC=1.[NH:82]1[CH2:86][CH2:85][CH2:84][CH2:83]1, predict the reaction product. The product is: [Cl:18][C:15]1[CH:16]=[CH:17][C:12]([NH:11][S:8]([C:5]2[CH:6]=[CH:7][C:2]([N:82]3[CH2:86][CH2:85][CH2:84][CH2:83]3)=[CH:3][CH:4]=2)(=[O:10])=[O:9])=[C:13]([C:19]([C:21]2[CH:26]=[CH:25][N:24]=[CH:23][CH:22]=2)=[O:20])[CH:14]=1.